Task: Predict the product of the given reaction.. Dataset: Forward reaction prediction with 1.9M reactions from USPTO patents (1976-2016) Given the reactants [CH3:1][N:2]1[C:11]2[C:6](=[CH:7][CH:8]=[C:9]([CH2:12][N:13]3[CH:17]=[C:16]([C:18]([O:20]CC)=[O:19])[CH:15]=[N:14]3)[CH:10]=2)[CH2:5][CH2:4][CH2:3]1, predict the reaction product. The product is: [CH3:1][N:2]1[C:11]2[C:6](=[CH:7][CH:8]=[C:9]([CH2:12][N:13]3[CH:17]=[C:16]([C:18]([OH:20])=[O:19])[CH:15]=[N:14]3)[CH:10]=2)[CH2:5][CH2:4][CH2:3]1.